From a dataset of Catalyst prediction with 721,799 reactions and 888 catalyst types from USPTO. Predict which catalyst facilitates the given reaction. (1) Product: [Cl:1][C:2]1[CH:3]=[CH:4][C:5]([S:8]([N:11]2[CH:12]3[CH2:19][CH2:18][CH2:17][CH:16]2[C:15](=[CH:25][N:26]([CH3:28])[CH3:27])[C:14](=[O:20])[CH:13]3[CH2:21][CH3:22])(=[O:9])=[O:10])=[CH:6][CH:7]=1. The catalyst class is: 3. Reactant: [Cl:1][C:2]1[CH:7]=[CH:6][C:5]([S:8]([N:11]2[CH:16]3[CH2:17][CH2:18][CH2:19][CH:12]2[CH:13]([CH2:21][CH3:22])[C:14](=[O:20])[CH2:15]3)(=[O:10])=[O:9])=[CH:4][CH:3]=1.CO[CH:25](OC)[N:26]([CH3:28])[CH3:27]. (2) The catalyst class is: 102. Product: [CH3:8][N:6]1[CH:7]=[C:2]([B:59]2[O:60][C:61]([CH3:63])([CH3:62])[C:57]([CH3:73])([CH3:56])[O:58]2)[CH:3]=[C:4]([NH:10][C:11]2[CH:16]=[CH:15][N:14]=[CH:13][N:12]=2)[C:5]1=[O:9]. Reactant: Br[C:2]1[CH:3]=[C:4]([NH:10][C:11]2[CH:16]=[CH:15][N:14]=[CH:13][N:12]=2)[C:5](=[O:9])[N:6]([CH3:8])[CH:7]=1.CC(C1C=C(C(C)C)C(C2C=CC=CC=2P(C2CCCCC2)C2CCCCC2)=C(C(C)C)C=1)C.CC([O-])=O.[K+].[CH3:56][C:57]1([CH3:73])[C:61]([CH3:63])([CH3:62])[O:60][B:59]([B:59]2[O:60][C:61]([CH3:63])([CH3:62])[C:57]([CH3:73])([CH3:56])[O:58]2)[O:58]1. (3) Reactant: [O:1]1[CH2:3][CH:2]1[C:4]1[CH:9]=[CH:8][C:7]([C:10]2[N:14]=[C:13]([C:15]3[O:19][N:18]=[C:17]([C:20]4[CH:25]=[CH:24][CH:23]=[CH:22][CH:21]=4)[C:16]=3[C:26]([F:29])([F:28])[F:27])[O:12][N:11]=2)=[C:6]([C:30]([F:33])([F:32])[F:31])[CH:5]=1.[NH:34]1[CH2:39][CH2:38][CH2:37][C@H:36]([C:40]([O:42]CC)=[O:41])[CH2:35]1. Product: [OH:1][CH:2]([C:4]1[CH:9]=[CH:8][C:7]([C:10]2[N:14]=[C:13]([C:15]3[O:19][N:18]=[C:17]([C:20]4[CH:25]=[CH:24][CH:23]=[CH:22][CH:21]=4)[C:16]=3[C:26]([F:28])([F:27])[F:29])[O:12][N:11]=2)=[C:6]([C:30]([F:32])([F:31])[F:33])[CH:5]=1)[CH2:3][N:34]1[CH2:39][CH2:38][CH2:37][C@H:36]([C:40]([OH:42])=[O:41])[CH2:35]1. The catalyst class is: 14. (4) Reactant: [NH:1]1CCC[CH2:3][CH2:2]1.C[N:8]([C:10](ON1N=NC2C=CC(=CC1=2)Cl)=[N+:11]([CH3:13])C)[CH3:9].F[P-](F)(F)(F)(F)F.CC[N:34](C(C)C)C(C)C.[NH:41]([C:47]([O:49]CC1C2C(=CC=CC=2)C2C1=CC=CC=2)=O)[C@H:42]([C:44]([OH:46])=O)[CH3:43]. The catalyst class is: 3. Product: [NH2:1][C@H:2]([C:47]([NH:41][C@H:42]([C:44]([NH2:34])=[O:46])[CH2:43][C:9]1[N:8]=[CH:10][NH:11][CH:13]=1)=[O:49])[CH3:3]. (5) Reactant: [F:1][C:2]1[CH:3]=[C:4]([C:30](=[O:32])[CH3:31])[CH:5]=[CH:6][C:7]=1[N:8]1[CH2:13][CH2:12][N:11]([C:14](=[O:29])[C:15]2[CH:20]=[C:19]([S:21]([CH3:24])(=[O:23])=[O:22])[CH:18]=[CH:17][C:16]=2[O:25][CH:26]([CH3:28])[CH3:27])[CH2:10][CH2:9]1.[CH3:33][Li]. Product: [F:1][C:2]1[CH:3]=[C:4]([C:30]([OH:32])([CH3:33])[CH3:31])[CH:5]=[CH:6][C:7]=1[N:8]1[CH2:9][CH2:10][N:11]([C:14]([C:15]2[CH:20]=[C:19]([S:21]([CH3:24])(=[O:23])=[O:22])[CH:18]=[CH:17][C:16]=2[O:25][CH:26]([CH3:28])[CH3:27])=[O:29])[CH2:12][CH2:13]1. The catalyst class is: 365. (6) Reactant: C([O:8][C@@H:9]1[C@@H:14]([O:15]CC2C=CC=CC=2)[C@H:13]([O:23]CC2C=CC=CC=2)[C@@H:12]([CH2:31][O:32]CC2C=CC=CC=2)[S:11][C@:10]21[C:47]1[C:42](=[CH:43][CH:44]=[C:45]([CH2:48][C:49]3[CH:54]=[CH:53][C:52]([CH2:55][CH3:56])=[CH:51][CH:50]=3)[CH:46]=1)[CH2:41][O:40]2)C1C=CC=CC=1.CC1C(C)=C(C)C(C)=C(C)C=1.B(Cl)(Cl)Cl.C(=O)([O-])O.[Na+]. Product: [CH2:55]([C:52]1[CH:51]=[CH:50][C:49]([CH2:48][C:45]2[CH:46]=[C:47]3[C:42]([CH2:41][O:40][C@:10]43[C@H:9]([OH:8])[C@@H:14]([OH:15])[C@H:13]([OH:23])[C@@H:12]([CH2:31][OH:32])[S:11]4)=[CH:43][CH:44]=2)=[CH:54][CH:53]=1)[CH3:56]. The catalyst class is: 61. (7) Reactant: [CH3:1][C:2]1[CH:3]=[C:4]([O:8][C:9]2[CH:15]=[CH:14][C:12]([NH2:13])=[CH:11][CH:10]=2)[CH:5]=[CH:6][CH:7]=1.C(C1C=CC(OC2N=CC(N[C:32]([C@H:34]([NH:37][C:38](=O)[O:39]C(C)(C)C)[CH2:35]C)=[O:33])=CC=2)=CC=1C(C)C)#N.Cl. Product: [CH3:35][C@H:34]1[NH:37][C:38](=[O:39])[N:13]([C:12]2[CH:14]=[CH:15][C:9]([O:8][C:4]3[CH:5]=[CH:6][CH:7]=[C:2]([CH3:1])[CH:3]=3)=[CH:10][CH:11]=2)[C:32]1=[O:33]. The catalyst class is: 4. (8) Reactant: [Br:1][C:2]1[CH:7]=[C:6]([F:8])[C:5]([Cl:9])=[CH:4][C:3]=1[CH2:10]Br.[C-:12]#[N:13].[Na+]. Product: [Br:1][C:2]1[CH:7]=[C:6]([F:8])[C:5]([Cl:9])=[CH:4][C:3]=1[CH2:10][C:12]#[N:13]. The catalyst class is: 9.